From a dataset of Full USPTO retrosynthesis dataset with 1.9M reactions from patents (1976-2016). Predict the reactants needed to synthesize the given product. (1) Given the product [Cl:26][C:22]1[C:21]([CH3:27])=[C:20]([CH2:19][N:5]([C:6]2[N:7]=[C:8]([N:13]3[CH2:18][CH2:17][O:16][CH2:15][CH2:14]3)[S:9][C:10]=2[C:11]#[N:12])[C:3](=[O:4])[CH2:2][N:29]([CH3:30])[CH3:28])[CH:25]=[CH:24][CH:23]=1, predict the reactants needed to synthesize it. The reactants are: Cl[CH2:2][C:3]([N:5]([CH2:19][C:20]1[CH:25]=[CH:24][CH:23]=[C:22]([Cl:26])[C:21]=1[CH3:27])[C:6]1[N:7]=[C:8]([N:13]2[CH2:18][CH2:17][O:16][CH2:15][CH2:14]2)[S:9][C:10]=1[C:11]#[N:12])=[O:4].[CH3:28][NH:29][CH3:30]. (2) Given the product [Cl:1][C:2]1[CH:3]=[CH:4][CH:5]=[C:6]2[C:11]=1[NH:10][C:9](=[O:12])[C:8]([CH2:13][CH3:14])=[N:7]2, predict the reactants needed to synthesize it. The reactants are: [Cl:1][C:2]1[CH:3]=[CH:4][CH:5]=[C:6]2[C:11]=1[NH:10][C:9](=[O:12])[CH:8]([CH2:13][CH3:14])[NH:7]2.C(C1C(=O)C(Cl)=C(Cl)C(=O)C=1C#N)#N.[OH-].[Na+]. (3) Given the product [CH2:1]([O:3][C:4](=[O:12])[C:5]([N:6]1[CH:10]=[C:9]([CH3:11])[N:8]=[CH:7]1)=[CH:16][N:17]([CH3:19])[CH3:18])[CH3:2], predict the reactants needed to synthesize it. The reactants are: [CH2:1]([O:3][C:4](=[O:12])[CH2:5][N:6]1[CH:10]=[C:9]([CH3:11])[N:8]=[CH:7]1)[CH3:2].C(O[CH:16](OCC)[N:17]([CH3:19])[CH3:18])C. (4) Given the product [CH3:1][O:2][C:3]1[CH:8]=[CH:7][C:6]([S:9]([N:12]2[C@H:17]([C:18]([OH:20])=[O:19])[C@@H:16]3[CH2:23][C@H:13]2[CH2:14][CH2:15]3)(=[O:11])=[O:10])=[CH:5][CH:4]=1, predict the reactants needed to synthesize it. The reactants are: [CH3:1][O:2][C:3]1[CH:8]=[CH:7][C:6]([S:9]([N:12]2[C@H:17]([C:18]([O:20]CC)=[O:19])[C@@H:16]3[CH2:23][C@H:13]2[CH2:14][CH2:15]3)(=[O:11])=[O:10])=[CH:5][CH:4]=1.CO.[OH-].[Na+].Cl.